Task: Regression/Classification. Given a drug SMILES string, predict its absorption, distribution, metabolism, or excretion properties. Task type varies by dataset: regression for continuous measurements (e.g., permeability, clearance, half-life) or binary classification for categorical outcomes (e.g., BBB penetration, CYP inhibition). For this dataset (b3db_regression), we predict Y.. Dataset: Blood-brain barrier permeability regression values from the B3DB database (1) The compound is COC1=CC2=C(C=CN=C2C=C1)[C@@H]([C@H]3CC4CCN3C[C@@H]4C=C)O. The Y is -0.210 log(BB ratio). (2) The molecule is C1CCC(CC1)(C2=CC=CC=C2)N3CCCCC3. The Y is 0.400 log(BB ratio).